Dataset: Reaction yield outcomes from USPTO patents with 853,638 reactions. Task: Predict the reaction yield, written as a fraction of the theoretical maximum amount of product (1.0 means a 100% yield; for example, 0.34 means a 34% yield). (1) The reactants are [C:1]1([NH:7][C:8](=[NH:15])[C:9]2[CH:14]=[CH:13][CH:12]=[CH:11][CH:10]=2)[CH:6]=[CH:5][CH:4]=[CH:3][CH:2]=1.Br[CH:17]([CH2:23]C)[C:18](=O)[C:19]([O-:21])=[O:20].C([O-])(O)=O.[Na+].[CH3:30][CH:31](O)C. No catalyst specified. The product is [CH3:23][C:17]1[N:7]([C:1]2[CH:2]=[CH:3][CH:4]=[CH:5][CH:6]=2)[C:8]([C:9]2[CH:14]=[CH:13][CH:12]=[CH:11][CH:10]=2)=[N:15][C:18]=1[C:19]([O:21][CH2:30][CH3:31])=[O:20]. The yield is 0.550. (2) The reactants are Cl[C:2]1[C:7]([C:8]([O:10][CH2:11][CH3:12])=[O:9])=[CH:6][CH:5]=[C:4]([C:13]2[CH:18]=[C:17]([O:19][CH2:20][CH:21]([CH3:23])[CH3:22])[CH:16]=[C:15]([F:24])[CH:14]=2)[N:3]=1.CC1(C)C(C)(C)OB([C:33]2[C:37]([CH3:39])([CH3:38])[CH2:36][CH:35]([CH3:40])[CH:34]=2)O1.C([O-])([O-])=O.[Na+].[Na+]. The catalyst is O1CCOCC1.O.C1C=CC(P(C2C=CC=CC=2)[C-]2C=CC=C2)=CC=1.C1C=CC(P(C2C=CC=CC=2)[C-]2C=CC=C2)=CC=1.Cl[Pd]Cl.[Fe+2]. The product is [F:24][C:15]1[CH:14]=[C:13]([C:4]2[N:3]=[C:2]([C:33]3[C:37]([CH3:39])([CH3:38])[CH2:36][CH:35]([CH3:40])[CH:34]=3)[C:7]([C:8]([O:10][CH2:11][CH3:12])=[O:9])=[CH:6][CH:5]=2)[CH:18]=[C:17]([O:19][CH2:20][CH:21]([CH3:23])[CH3:22])[CH:16]=1. The yield is 0.110. (3) The reactants are Br[C:2]1[CH:7]=[CH:6][CH:5]=[C:4]([CH:8]([F:10])[F:9])[CH:3]=1.C([Li])CCC.CN(C)[CH:18]=[O:19].C([O-])(O)=O.[Na+]. The catalyst is C1COCC1. The product is [F:9][CH:8]([F:10])[C:4]1[CH:3]=[C:2]([CH:7]=[CH:6][CH:5]=1)[CH:18]=[O:19]. The yield is 0.830. (4) The reactants are [C:1]([CH:3]([CH2:9][C:10]([C:12]1[C:17]([F:18])=[CH:16][CH:15]=[CH:14][C:13]=1[F:19])=O)[C:4]([O:6][CH2:7][CH3:8])=[O:5])#[N:2].C(OCC)(=O)C.[ClH:26]. The catalyst is C(OCC)(=O)C. The product is [Cl:26][C:1]1[NH:2][C:10]([C:12]2[C:17]([F:18])=[CH:16][CH:15]=[CH:14][C:13]=2[F:19])=[CH:9][C:3]=1[C:4]([O:6][CH2:7][CH3:8])=[O:5]. The yield is 0.680. (5) The reactants are [CH2:1]1[C@@H:5]2[CH2:6][NH:7][CH2:8][C@@H:4]2[CH2:3][N:2]1[C:9]1[N:14]=[N:13][C:12]([C:15]2[CH:20]=[CH:19][C:18]([C:21]3[CH:22]=[N:23][NH:24][CH:25]=3)=[CH:17][C:16]=2[OH:26])=[CH:11][CH:10]=1.[Si:27]([O:34][CH2:35][CH:36]=O)([C:30]([CH3:33])([CH3:32])[CH3:31])([CH3:29])[CH3:28].[Na].C(O)(=O)C. The catalyst is C(Cl)Cl. The product is [Si:27]([O:34][CH2:35][CH2:36][N:7]1[CH2:6][C@@H:5]2[CH2:1][N:2]([C:9]3[N:14]=[N:13][C:12]([C:15]4[CH:20]=[CH:19][C:18]([C:21]5[CH:22]=[N:23][NH:24][CH:25]=5)=[CH:17][C:16]=4[OH:26])=[CH:11][CH:10]=3)[CH2:3][C@@H:4]2[CH2:8]1)([C:30]([CH3:33])([CH3:32])[CH3:31])([CH3:29])[CH3:28]. The yield is 0.510.